Dataset: Reaction yield outcomes from USPTO patents with 853,638 reactions. Task: Predict the reaction yield, written as a fraction of the theoretical maximum amount of product (1.0 means a 100% yield; for example, 0.34 means a 34% yield). (1) The reactants are C([Si](C)(C)[O:6][C@H:7]([CH3:35])[C@@H:8]([NH:22][C:23]1[CH:30]=[CH:29][C:26]([C:27]#[N:28])=[C:25]([C:31]([F:34])([F:33])[F:32])[CH:24]=1)[C:9]1[O:10][C:11]([C:14]2[CH:19]=[CH:18][C:17]([C:20]#[N:21])=[CH:16][CH:15]=2)=[N:12][N:13]=1)(C)(C)C.CCCC[N+](CCCC)(CCCC)CCCC.[F-]. The catalyst is C1COCC1. The product is [C:20]([C:17]1[CH:16]=[CH:15][C:14]([C:11]2[O:10][C:9]([C@H:8]([NH:22][C:23]3[CH:30]=[CH:29][C:26]([C:27]#[N:28])=[C:25]([C:31]([F:32])([F:34])[F:33])[CH:24]=3)[C@H:7]([OH:6])[CH3:35])=[N:13][N:12]=2)=[CH:19][CH:18]=1)#[N:21]. The yield is 0.980. (2) The reactants are [Br:1][CH:2]([CH:6]([CH3:8])[CH3:7])[C:3](O)=[O:4].Cl.[Cl:10][C:11]1[CH:16]=[CH:15][C:14]([CH:17]2[CH2:22][CH2:21][NH:20][CH2:19][CH2:18]2)=[CH:13][CH:12]=1.C1C=CC2N(O)N=NC=2C=1.CCN=C=NCCCN(C)C.CCN(C(C)C)C(C)C. The catalyst is CN(C=O)C.CCOCC. The product is [Br:1][CH:2]([CH:6]([CH3:8])[CH3:7])[C:3]([N:20]1[CH2:21][CH2:22][CH:17]([C:14]2[CH:13]=[CH:12][C:11]([Cl:10])=[CH:16][CH:15]=2)[CH2:18][CH2:19]1)=[O:4]. The yield is 0.850. (3) The reactants are [Br:1][C:2]1=[C:3]([Br:9])[C:4]([O:6][C:7]1=[O:8])=O.FC(F)(F)C([O-])=O.[O:17]=[C:18]1[NH:22][CH:21]2[CH:23]([CH2:26][CH2:27][CH2:28][CH2:29][C:30]([NH:32][CH2:33][CH2:34][O:35][CH2:36][CH2:37][O:38][CH2:39][CH2:40][NH3+:41])=[O:31])[S:24][CH2:25][CH:20]2[NH:19]1.C1(C)C=CC=CC=1.CO.C(Cl)Cl. The catalyst is CC(O)=O. The product is [Br:9][C:3]1[C:4](=[O:6])[N:41]([CH2:40][CH2:39][O:38][CH2:37][CH2:36][O:35][CH2:34][CH2:33][NH:32][C:30](=[O:31])[CH2:29][CH2:28][CH2:27][CH2:26][CH:23]2[CH:21]3[NH:22][C:18](=[O:17])[NH:19][CH:20]3[CH2:25][S:24]2)[C:7](=[O:8])[C:2]=1[Br:1]. The yield is 0.480.